Dataset: Full USPTO retrosynthesis dataset with 1.9M reactions from patents (1976-2016). Task: Predict the reactants needed to synthesize the given product. (1) Given the product [CH:3]1([C:6]2[C:11]([C:12]3[CH:17]=[CH:16][C:15]([F:18])=[CH:14][CH:13]=3)=[C:10]([F:19])[C:9]([O:20][CH3:21])=[C:8]([CH2:22][N:23]3[CH2:24][CH2:25][CH:26]([N:29]4[CH2:38][CH2:37][C:36]5[N:35]=[C:34]([CH2:39][CH2:40][CH3:41])[C:33]([C:42]([OH:44])=[O:43])=[CH:32][C:31]=5[C:30]4=[O:46])[CH2:27][CH2:28]3)[CH:7]=2)[CH2:5][CH2:4]1, predict the reactants needed to synthesize it. The reactants are: [OH-].[Na+].[CH:3]1([C:6]2[C:11]([C:12]3[CH:17]=[CH:16][C:15]([F:18])=[CH:14][CH:13]=3)=[C:10]([F:19])[C:9]([O:20][CH3:21])=[C:8]([CH2:22][N:23]3[CH2:28][CH2:27][CH:26]([N:29]4[CH2:38][CH2:37][C:36]5[N:35]=[C:34]([CH2:39][CH2:40][CH3:41])[C:33]([C:42]([O:44]C)=[O:43])=[CH:32][C:31]=5[C:30]4=[O:46])[CH2:25][CH2:24]3)[CH:7]=2)[CH2:5][CH2:4]1. (2) Given the product [O:40]=[C:27]1[C:28]2[C:33](=[CH:32][CH:31]=[CH:30][CH:29]=2)[C:34]([C:36]([F:37])([F:39])[F:38])=[N:35][N:26]1[NH:25][C:11](=[O:13])[CH2:10][C:7]1([C:1]2[CH:2]=[CH:3][CH:4]=[CH:5][CH:6]=2)[CH2:8][CH2:9]1, predict the reactants needed to synthesize it. The reactants are: [C:1]1([C:7]2([CH2:10][C:11]([OH:13])=O)[CH2:9][CH2:8]2)[CH:6]=[CH:5][CH:4]=[CH:3][CH:2]=1.C(Cl)(=O)C(Cl)=O.CN(C=O)C.[NH2:25][N:26]1[N:35]=[C:34]([C:36]([F:39])([F:38])[F:37])[C:33]2[C:28](=[CH:29][CH:30]=[CH:31][CH:32]=2)[C:27]1=[O:40]. (3) Given the product [Br:18][C:19]1[C:29]2[C:9](=[O:30])[C:10](=[O:12])[CH:21]=[C:22]3[CH2:28][CH2:27][CH2:26][CH2:25][N:24]([C:23]=23)[CH:20]=1, predict the reactants needed to synthesize it. The reactants are: S([O-])([O-])(=O)=O.[Na+].[Na+].Cl[C:9](Cl)(Cl)[CH:10]([OH:12])O.Cl.NO.[Br:18][C:19]1[CH:20]=[CH:21][C:22]2[CH2:28][CH2:27][CH2:26][CH2:25][NH:24][C:23]=2[CH:29]=1.[OH2:30]. (4) Given the product [CH3:21][C:22]1[CH:23]=[N:24][N:25]([C:2]2[CH:7]=[C:6]([C:8]([F:11])([F:10])[F:9])[CH:5]=[C:4]([N+:12]([O-:14])=[O:13])[CH:3]=2)[CH:26]=1, predict the reactants needed to synthesize it. The reactants are: F[C:2]1[CH:7]=[C:6]([C:8]([F:11])([F:10])[F:9])[CH:5]=[C:4]([N+:12]([O-:14])=[O:13])[CH:3]=1.C([O-])([O-])=O.[K+].[K+].[CH3:21][C:22]1[CH:23]=[N:24][NH:25][CH:26]=1. (5) Given the product [Cl:17][C:14](=[N:15][OH:16])[C@H:9]1[CH2:10][CH2:11][CH2:12][CH2:13][N:8]1[C:6]([O:5][C:1]([CH3:4])([CH3:2])[CH3:3])=[O:7], predict the reactants needed to synthesize it. The reactants are: [C:1]([O:5][C:6]([N:8]1[CH2:13][CH2:12][CH2:11][CH2:10][C@@H:9]1[CH:14]=[N:15][OH:16])=[O:7])([CH3:4])([CH3:3])[CH3:2].[Cl:17]N1C(=O)CCC1=O.